Dataset: Catalyst prediction with 721,799 reactions and 888 catalyst types from USPTO. Task: Predict which catalyst facilitates the given reaction. (1) Reactant: C1C2C(COC([NH:18][C:19]([CH3:69])([C:21]([NH:23][C@H:24]([C:28]([N:30]([C@@H:32]([C@@H:65]([CH3:68])[CH2:66][CH3:67])[C@H:33]([O:63][CH3:64])[CH2:34][C:35]([N:37]3[CH2:41][CH2:40][CH2:39][C@H:38]3[C@H:42]([O:61][CH3:62])[C@@H:43]([CH3:60])[C:44](=[O:59])[NH:45][C@H:46]([C:54]3[S:55][CH:56]=[CH:57][N:58]=3)[CH2:47][C:48]3[CH:53]=[CH:52][CH:51]=[CH:50][CH:49]=3)=[O:36])[CH3:31])=[O:29])[CH:25]([CH3:27])[CH3:26])=[O:22])[CH3:20])=O)C3C(=CC=CC=3)C=2C=CC=1.C(NCC)C. Product: [CH3:20][C:19]([C:21]([NH:23][C@H:24]([C:28]([N:30]([C@@H:32]([C@@H:65]([CH3:68])[CH2:66][CH3:67])[C@H:33]([O:63][CH3:64])[CH2:34][C:35]([N:37]1[CH2:41][CH2:40][CH2:39][C@H:38]1[C@H:42]([O:61][CH3:62])[C@@H:43]([CH3:60])[C:44](=[O:59])[NH:45][C@H:46]([C:54]1[S:55][CH:56]=[CH:57][N:58]=1)[CH2:47][C:48]1[CH:53]=[CH:52][CH:51]=[CH:50][CH:49]=1)=[O:36])[CH3:31])=[O:29])[CH:25]([CH3:27])[CH3:26])=[O:22])([CH3:69])[NH2:18]. The catalyst class is: 4. (2) Reactant: [NH:1]1[CH2:5][CH2:4][CH2:3][CH2:2]1.[Br:6][C:7]1[CH:8]=[C:9]([CH3:18])[C:10]([NH:13][C:14](=[O:17])[CH2:15]Cl)=[N:11][CH:12]=1.C([O-])([O-])=O.[K+].[K+]. Product: [Br:6][C:7]1[CH:8]=[C:9]([CH3:18])[C:10]([NH:13][C:14](=[O:17])[CH2:15][N:1]2[CH2:5][CH2:4][CH2:3][CH2:2]2)=[N:11][CH:12]=1. The catalyst class is: 18. (3) Reactant: [OH:1][CH2:2][C:3]1[N:4]=[N:5][N:6]([CH2:8][CH2:9][CH2:10][N:11]2[C:19](=[O:20])[C:18]3[C:13](=[CH:14][CH:15]=[CH:16][CH:17]=3)[C:12]2=[O:21])[CH:7]=1. Product: [O:20]=[C:19]1[C:18]2[C:13](=[CH:14][CH:15]=[CH:16][CH:17]=2)[C:12](=[O:21])[N:11]1[CH2:10][CH2:9][CH2:8][N:6]1[CH:7]=[C:3]([CH:2]=[O:1])[N:4]=[N:5]1. The catalyst class is: 327. (4) Product: [CH2:21]([O:13][C:6]1[C:5]([C:1]([CH3:4])([CH3:2])[CH3:3])=[CH:12][CH:11]=[CH:10][C:7]=1[CH:8]=[O:9])[C:17]1[CH:18]=[CH:19][CH:20]=[CH:15][CH:16]=1. Reactant: [C:1]([C:5]1[C:6]([OH:13])=[C:7]([CH:10]=[CH:11][CH:12]=1)[CH:8]=[O:9])([CH3:4])([CH3:3])[CH3:2].Cl[C:15]1[CH:20]=[CH:19][CH:18]=[C:17]([C:21](OO)=O)[CH:16]=1. The catalyst class is: 4. (5) Reactant: [NH2:1][CH2:2][C:3]([NH:5][C:6]1[CH:11]=[C:10]([O:12]CC2C=CC=CC=2)[CH:9]=[CH:8][C:7]=1[S:20](=[O:33])(=[O:32])[NH:21][C:22]1[CH:23]=[CH:24][C:25]2[CH2:29][O:28][B:27]([OH:30])[C:26]=2[CH:31]=1)=[O:4]. Product: [NH2:1][CH2:2][C:3]([NH:5][C:6]1[CH:11]=[C:10]([OH:12])[CH:9]=[CH:8][C:7]=1[S:20](=[O:32])(=[O:33])[NH:21][C:22]1[CH:23]=[CH:24][C:25]2[CH2:29][O:28][B:27]([OH:30])[C:26]=2[CH:31]=1)=[O:4]. The catalyst class is: 19.